Dataset: Reaction yield outcomes from USPTO patents with 853,638 reactions. Task: Predict the reaction yield, written as a fraction of the theoretical maximum amount of product (1.0 means a 100% yield; for example, 0.34 means a 34% yield). (1) The reactants are [OH:1][CH2:2][C:3]1[CH:4]=[C:5]([NH:9][C:10](=[O:12])[CH3:11])[CH:6]=[CH:7][CH:8]=1.[Cr](Cl)([O-])(=O)=O.[NH+]1C=CC=CC=1.CN(C)C=O. The catalyst is ClCCl. The product is [CH:2]([C:3]1[CH:4]=[C:5]([NH:9][C:10](=[O:12])[CH3:11])[CH:6]=[CH:7][CH:8]=1)=[O:1]. The yield is 0.810. (2) The reactants are B([O-])([O-])[O-].B([O-])([O-])[O-].B([O-])([O-])[O-].B([O-])([O-])[O-].[Na+].[Na+].[Na+].[Na+].[Na+].[Na+].[Na+].[Na+].[Na+].[Na+].[Na+].[Na+].C(N(CC(O)=O)CC(O)=O)CN(CC([O-])=O)CC([O-])=[O:34].[Na+].[Na+].[CH2:51]([O:58][CH2:59]/[CH:60]=[CH:61]/[CH2:62][C@@H:63]([CH2:67][CH2:68][CH3:69])[C:64]([OH:66])=[O:65])[C:52]1[CH:57]=[CH:56][CH:55]=[CH:54][CH:53]=1.COCOC.OOS([O-])=O.[K+].C(=O)([O-])[O-].[K+].[K+]. The catalyst is S(=O)(=O)(O)[O-].C([N+](CCCC)(CCCC)CCCC)CCC.O.C(#N)C. The product is [CH2:51]([O:58][CH2:59][C@H:60]([C@H:61]1[O:65][C:64](=[O:66])[C@H:63]([CH2:67][CH2:68][CH3:69])[CH2:62]1)[OH:34])[C:52]1[CH:57]=[CH:56][CH:55]=[CH:54][CH:53]=1. The yield is 0.660. (3) The yield is 0.100. The reactants are [CH:1]1([N:5]2[CH2:10][CH2:9][N:8]([C:11]([C:13]3[CH:14]=[C:15]4[C:19](=[CH:20][CH:21]=3)[NH:18][C:17]([C:22]([N:24]3[CH2:29][CH2:28][C:27]([F:31])([F:30])[CH2:26][CH2:25]3)=[O:23])=[CH:16]4)=[O:12])[CH2:7][CH2:6]2)[CH2:4][CH2:3][CH2:2]1.[Cl:32][C:33]1[CH:34]=[C:35](B(O)O)[CH:36]=[CH:37][CH:38]=1.N1C=CC=CC=1. The catalyst is ClCCl.C([O-])(=O)C.[Cu+2].C([O-])(=O)C. The product is [Cl:32][C:33]1[CH:38]=[C:37]([N:18]2[C:19]3[C:15](=[CH:14][C:13]([C:11]([N:8]4[CH2:7][CH2:6][N:5]([CH:1]5[CH2:2][CH2:3][CH2:4]5)[CH2:10][CH2:9]4)=[O:12])=[CH:21][CH:20]=3)[CH:16]=[C:17]2[C:22]([N:24]2[CH2:25][CH2:26][C:27]([F:30])([F:31])[CH2:28][CH2:29]2)=[O:23])[CH:36]=[CH:35][CH:34]=1. (4) The reactants are [NH2:1][C:2]1[C:3]([Cl:10])=[N:4][C:5]([CH3:9])=[CH:6][C:7]=1[Cl:8].CN(C)C1C=CC=CC=1.[Br:20][CH2:21][C:22](Br)=[O:23].O. The catalyst is C(Cl)(Cl)Cl. The product is [Cl:10][C:3]1[C:2]([NH:1][C:22](=[O:23])[CH2:21][Br:20])=[C:7]([Cl:8])[CH:6]=[C:5]([CH3:9])[N:4]=1. The yield is 0.730.